The task is: Predict the product of the given reaction.. This data is from Forward reaction prediction with 1.9M reactions from USPTO patents (1976-2016). (1) Given the reactants C(OC([N:8]1[CH2:12][C@H:11]([CH2:13][C:14]2[CH:19]=[CH:18][CH:17]=[CH:16][CH:15]=2)[CH2:10][C@H:9]1[C:20]([N:22]1[CH2:28][CH2:27][CH2:26][N:25]([CH:29]2[CH2:32][CH2:31][CH2:30]2)[CH2:24][CH2:23]1)=[O:21])=O)(C)(C)C.C(O)(C(F)(F)F)=O, predict the reaction product. The product is: [CH2:13]([C@H:11]1[CH2:12][NH:8][C@H:9]([C:20]([N:22]2[CH2:28][CH2:27][CH2:26][N:25]([CH:29]3[CH2:32][CH2:31][CH2:30]3)[CH2:24][CH2:23]2)=[O:21])[CH2:10]1)[C:14]1[CH:15]=[CH:16][CH:17]=[CH:18][CH:19]=1. (2) Given the reactants [Br:1][C:2]1[CH:3]=[N:4][C:5](I)=[N:6][CH:7]=1.[CH2:9]1COC[CH2:10]1.C([Mg]Br)=C, predict the reaction product. The product is: [Br:1][C:2]1[CH:3]=[N:4][C:5]([CH:9]=[CH2:10])=[N:6][CH:7]=1. (3) Given the reactants Cl[C:2]1[CH:7]=[CH:6][C:5]([I:8])=[CH:4][N:3]=1.[NH2:9][CH2:10][CH:11]1[CH2:13][CH2:12]1, predict the reaction product. The product is: [CH:11]1([CH2:10][NH:9][C:2]2[CH:7]=[CH:6][C:5]([I:8])=[CH:4][N:3]=2)[CH2:13][CH2:12]1. (4) Given the reactants [OH:1][CH:2]1[CH:7]([C:8]2[CH:13]=[CH:12][C:11]([O:14][CH2:15][CH2:16][CH2:17][O:18][CH2:19][C:20]3[CH:25]=[CH:24][CH:23]=[CH:22][C:21]=3[O:26][CH3:27])=[CH:10][CH:9]=2)[CH2:6][CH2:5][N:4]([C:28]([O:30][C:31]([CH3:34])([CH3:33])[CH3:32])=[O:29])[CH2:3]1.Cl[CH2:36][C:37]1[CH:42]=[CH:41][CH:40]=[CH:39][C:38]=1[O:43][CH2:44][CH2:45][CH2:46][O:47][CH3:48], predict the reaction product. The product is: [CH3:27][O:26][C:21]1[CH:22]=[CH:23][CH:24]=[CH:25][C:20]=1[CH2:19][O:18][CH2:17][CH2:16][CH2:15][O:14][C:11]1[CH:12]=[CH:13][C:8]([CH:7]2[CH2:6][CH2:5][N:4]([C:28]([O:30][C:31]([CH3:34])([CH3:33])[CH3:32])=[O:29])[CH2:3][CH:2]2[O:1][CH2:36][C:37]2[CH:42]=[CH:41][CH:40]=[CH:39][C:38]=2[O:43][CH2:44][CH2:45][CH2:46][O:47][CH3:48])=[CH:9][CH:10]=1. (5) The product is: [ClH:19].[Cl:19][C:20]1[CH:27]=[C:26]([Cl:28])[CH:25]=[CH:24][C:21]=1[CH2:22][S:18][C:9]1[NH:8][C@H:7]([C:1]2[CH:2]=[CH:3][CH:4]=[CH:5][CH:6]=2)[C@H:11]([C:12]2[CH:13]=[CH:14][CH:15]=[CH:16][CH:17]=2)[N:10]=1. Given the reactants [C:1]1([C@H:7]2[C@@H:11]([C:12]3[CH:17]=[CH:16][CH:15]=[CH:14][CH:13]=3)[NH:10][C:9](=[S:18])[NH:8]2)[CH:6]=[CH:5][CH:4]=[CH:3][CH:2]=1.[Cl:19][C:20]1[CH:27]=[C:26]([Cl:28])[CH:25]=[CH:24][C:21]=1[CH2:22]Cl, predict the reaction product.